Dataset: Forward reaction prediction with 1.9M reactions from USPTO patents (1976-2016). Task: Predict the product of the given reaction. (1) Given the reactants Br[C:2]1[C:3]([CH2:8][O:9][C:10]2[CH:19]=[CH:18][C:13]([C:14]([O:16][CH3:17])=[O:15])=[CH:12][CH:11]=2)=[N:4][CH:5]=[CH:6][CH:7]=1.C1C=CC(P(C2C(C3C(P(C4C=CC=CC=4)C4C=CC=CC=4)=CC=C4C=3C=CC=C4)=C3C(C=CC=C3)=CC=2)C2C=CC=CC=2)=CC=1.C([O-])([O-])=O.[Cs+].[Cs+].[CH3:72][N:73]1[CH2:78][CH2:77][NH:76][CH2:75][CH2:74]1.C([O-])(O)=O.[Na+], predict the reaction product. The product is: [CH3:72][N:73]1[CH2:78][CH2:77][N:76]([C:2]2[C:3]([CH2:8][O:9][C:10]3[CH:19]=[CH:18][C:13]([C:14]([O:16][CH3:17])=[O:15])=[CH:12][CH:11]=3)=[N:4][CH:5]=[CH:6][CH:7]=2)[CH2:75][CH2:74]1. (2) Given the reactants Br[C:2]1[CH:7]=[CH:6][C:5]([CH3:8])=[CH:4][N:3]=1.[Cu](C#N)[C:10]#[N:11], predict the reaction product. The product is: [CH3:8][C:5]1[CH:6]=[CH:7][C:2]([C:10]#[N:11])=[N:3][CH:4]=1.